This data is from Full USPTO retrosynthesis dataset with 1.9M reactions from patents (1976-2016). The task is: Predict the reactants needed to synthesize the given product. (1) Given the product [CH2:1]([O:8][C:9]1[C:10]([C:25]2[CH:26]=[CH:27][C:28]3[O:33][CH2:32][CH2:31][CH2:30][C:29]=3[CH:34]=2)=[C:11]([CH:19]([OH:24])[C:20]([O:22][CH3:23])=[O:21])[C:12]([C:15]([F:17])([F:18])[F:16])=[CH:13][CH:14]=1)[C:2]1[CH:7]=[CH:6][CH:5]=[CH:4][CH:3]=1, predict the reactants needed to synthesize it. The reactants are: [CH2:1]([O:8][C:9]1[C:10]([C:25]2[CH:26]=[CH:27][C:28]3[O:33][CH2:32][CH2:31][CH2:30][C:29]=3[CH:34]=2)=[C:11]([C:19](=[O:24])[C:20]([O:22][CH3:23])=[O:21])[C:12]([C:15]([F:18])([F:17])[F:16])=[CH:13][CH:14]=1)[C:2]1[CH:7]=[CH:6][CH:5]=[CH:4][CH:3]=1.[BH4-].[Na+].O. (2) Given the product [Cl:45][C:46]1[CH:55]=[C:54]([Cl:56])[CH:53]=[C:52]([Cl:57])[C:47]=1[C:48]([N:50]([C:6](=[O:7])[C:5]1[CH:9]=[CH:10][C:2]([CH3:1])=[C:3]([C:11]#[C:12][C:13]2[CH:14]=[N:15][C:16]3[C:21]([CH:22]=2)=[CH:20][CH:19]=[CH:18][CH:17]=3)[CH:4]=1)[NH2:51])=[O:49], predict the reactants needed to synthesize it. The reactants are: [CH3:1][C:2]1[CH:10]=[CH:9][C:5]([C:6](O)=[O:7])=[CH:4][C:3]=1[C:11]#[C:12][C:13]1[CH:14]=[N:15][C:16]2[C:21]([CH:22]=1)=[CH:20][CH:19]=[CH:18][CH:17]=2.Cl.CN(C)CCCN=C=NCC.ON1C2C=CC=CC=2N=N1.[Cl:45][C:46]1[CH:55]=[C:54]([Cl:56])[CH:53]=[C:52]([Cl:57])[C:47]=1[C:48]([NH:50][NH2:51])=[O:49]. (3) Given the product [Br:34][C:35]1[CH:36]=[C:37]2[C:42](=[CH:43][CH:44]=1)[C:41]([CH2:45][N:10]1[C:11](=[O:29])[C@@H:12]([NH:15][C:16](=[O:28])[C@@H:17]([N:19]([CH3:27])[C:20](=[O:26])[O:21][C:22]([CH3:24])([CH3:25])[CH3:23])[CH3:18])[C@H:13]([CH3:14])[N:7]([C:5](=[O:6])[CH2:4][CH2:3][O:2][CH3:1])[C:8]3[CH:33]=[CH:32][CH:31]=[CH:30][C:9]1=3)=[C:40]([O:47][CH3:48])[CH:39]=[CH:38]2, predict the reactants needed to synthesize it. The reactants are: [CH3:1][O:2][CH2:3][CH2:4][C:5]([N:7]1[C@@H:13]([CH3:14])[C@H:12]([NH:15][C:16](=[O:28])[C@@H:17]([N:19]([CH3:27])[C:20](=[O:26])[O:21][C:22]([CH3:25])([CH3:24])[CH3:23])[CH3:18])[C:11](=[O:29])[NH:10][C:9]2[CH:30]=[CH:31][CH:32]=[CH:33][C:8]1=2)=[O:6].[Br:34][C:35]1[CH:36]=[C:37]2[C:42](=[CH:43][CH:44]=1)[C:41]([CH2:45]Cl)=[C:40]([O:47][CH3:48])[CH:39]=[CH:38]2.C(=O)([O-])[O-].[Cs+].[Cs+].[I-].[Na+]. (4) Given the product [C:1]([N:3]=[C:4]([NH:10][CH2:11][CH2:12][C:13]1([C:32]2[CH:33]=[CH:34][CH:35]=[CH:36][CH:37]=2)[N:17]([C:18](=[O:23])[C@@H:19]([O:21][CH3:22])[CH3:20])[N:16]=[C:15]([C:24]2[CH:29]=[C:28]([F:30])[CH:27]=[CH:26][C:25]=2[F:31])[S:14]1)[CH3:5])#[N:2], predict the reactants needed to synthesize it. The reactants are: [C:1]([N:3]=[C:4](OCC)[CH3:5])#[N:2].Cl.[NH2:10][CH2:11][CH2:12][C:13]1([C:32]2[CH:37]=[CH:36][CH:35]=[CH:34][CH:33]=2)[N:17]([C:18](=[O:23])[C@@H:19]([O:21][CH3:22])[CH3:20])[N:16]=[C:15]([C:24]2[CH:29]=[C:28]([F:30])[CH:27]=[CH:26][C:25]=2[F:31])[S:14]1.C(N(C(C)C)CC)(C)C. (5) Given the product [CH3:1][O:2][C:3]1[CH:4]=[C:5]([CH:6]=[CH:13][C:14]([C:16]2[CH:21]=[CH:20][C:19]([N:22]([CH3:23])[CH3:24])=[CH:18][CH:17]=2)=[O:15])[CH:8]=[C:9]([O:11][CH3:12])[CH:10]=1, predict the reactants needed to synthesize it. The reactants are: [CH3:1][O:2][C:3]1[CH:4]=[C:5]([CH:8]=[C:9]([O:11][CH3:12])[CH:10]=1)[CH:6]=O.[CH3:13][C:14]([C:16]1[CH:21]=[CH:20][C:19]([N:22]([CH3:24])[CH3:23])=[CH:18][CH:17]=1)=[O:15]. (6) Given the product [N:26]1([C:25]2[C:20]([C:17]3[CH:18]=[CH:19][C:14]([N:13]([CH3:12])[CH3:36])=[CH:15][CH:16]=3)=[N:21][C:22]([O:34][CH3:35])=[CH:23][CH:24]=2)[CH2:32][CH2:31][CH2:30][NH:29][CH2:28][CH2:27]1, predict the reactants needed to synthesize it. The reactants are: C1COCC1.[H-].[Al+3].[Li+].[H-].[H-].[H-].[CH3:12][N:13]([CH3:36])[C:14]1[CH:19]=[CH:18][C:17]([C:20]2[C:25]([N:26]3[CH2:32][CH2:31][C:30](=O)[NH:29][CH2:28][CH2:27]3)=[CH:24][CH:23]=[C:22]([O:34][CH3:35])[N:21]=2)=[CH:16][CH:15]=1.[OH-].[Na+]. (7) Given the product [Cl:1][C:2]1[N:7]=[C:6]([N:13]2[CH2:18][CH2:17][CH2:16][CH2:15][C@H:14]2[CH2:19][CH2:20][OH:21])[CH:5]=[C:4]([CH2:9][CH2:10][CH3:11])[N:3]=1, predict the reactants needed to synthesize it. The reactants are: [Cl:1][C:2]1[N:7]=[C:6](Cl)[CH:5]=[C:4]([CH2:9][CH2:10][CH3:11])[N:3]=1.Cl.[NH:13]1[CH2:18][CH2:17][CH2:16][CH2:15][C@H:14]1[CH2:19][CH2:20][OH:21].C(N(CC)CC)C. (8) Given the product [Cl:22][C:23]1[CH:24]=[C:25]([CH2:29][CH2:30][N:31]2[C:2](=[O:7])[C:3]3[C:4](=[CH:18][CH:19]=[CH:20][CH:21]=3)[N:5]=[C:6]2[C:8]2[CH:13]=[CH:12][CH:11]=[CH:10][C:9]=2[OH:14])[CH:26]=[CH:27][CH:28]=1, predict the reactants needed to synthesize it. The reactants are: O=[C:2]1[O:7][C:6]([C:8]2[CH:13]=[CH:12][CH:11]=[CH:10][C:9]=2[O:14]C(=O)C)=[N:5][C:4]2[CH:18]=[CH:19][CH:20]=[CH:21][C:3]1=2.[Cl:22][C:23]1[CH:24]=[C:25]([CH2:29][CH2:30][NH2:31])[CH:26]=[CH:27][CH:28]=1. (9) Given the product [C:48]([O:52][C:53]([N:55]1[C:63]2[C:58](=[CH:59][C:60]([O:16][CH2:15][C:12]3[CH:11]=[CH:10][C:9]([CH2:1][CH2:2][C:3]4[CH:4]=[CH:5][CH:6]=[CH:7][CH:8]=4)=[CH:14][CH:13]=3)=[CH:61][CH:62]=2)[CH2:57][CH2:56]1)=[O:54])([CH3:51])([CH3:49])[CH3:50], predict the reactants needed to synthesize it. The reactants are: [CH2:1]([C:9]1[CH:14]=[CH:13][C:12]([CH2:15][OH:16])=[CH:11][CH:10]=1)[CH2:2][C:3]1[CH:8]=[CH:7][CH:6]=[CH:5][CH:4]=1.C1(P(C2C=CC=CC=2)C2C=CC=CC=2)C=CC=CC=1.CCOC(/N=N/C(OCC)=O)=O.[C:48]([O:52][C:53]([N:55]1[C:63]2[C:58](=[CH:59][C:60](O)=[CH:61][CH:62]=2)[CH2:57][CH2:56]1)=[O:54])([CH3:51])([CH3:50])[CH3:49].